This data is from Reaction yield outcomes from USPTO patents with 853,638 reactions. The task is: Predict the reaction yield, written as a fraction of the theoretical maximum amount of product (1.0 means a 100% yield; for example, 0.34 means a 34% yield). (1) The yield is 0.360. The product is [CH:21]1([CH2:20][N:17]2[CH2:18][CH2:19][CH:14]([N:12]([CH3:13])[C:10](=[O:11])[CH2:9][NH:8][C:6]3[C:5]([CH3:24])=[CH:4][N:3]=[C:2]([NH:32][CH2:31][C:30]4[CH:33]=[CH:34][C:27]([O:26][CH3:25])=[CH:28][CH:29]=4)[N:7]=3)[CH2:15][CH2:16]2)[CH2:23][CH2:22]1. The catalyst is C(O)CCC. The reactants are Cl[C:2]1[N:7]=[C:6]([NH:8][CH2:9][C:10]([N:12]([CH:14]2[CH2:19][CH2:18][N:17]([CH2:20][CH:21]3[CH2:23][CH2:22]3)[CH2:16][CH2:15]2)[CH3:13])=[O:11])[C:5]([CH3:24])=[CH:4][N:3]=1.[CH3:25][O:26][C:27]1[CH:34]=[CH:33][C:30]([CH2:31][NH2:32])=[CH:29][CH:28]=1.C(N(C(C)C)CC)(C)C. (2) The reactants are [Br:1][C:2]1[CH:10]=[CH:9][C:5]([C:6](O)=[O:7])=[CH:4][C:3]=1[CH3:11].Cl.[CH3:13][NH:14][O:15][CH3:16].N1C=CC=CC=1. The catalyst is S(Cl)(Cl)=O.ClCCl. The product is [Br:1][C:2]1[CH:10]=[CH:9][C:5]([C:6]([N:14]([O:15][CH3:16])[CH3:13])=[O:7])=[CH:4][C:3]=1[CH3:11]. The yield is 1.00. (3) The reactants are [Br:1][C:2]1[CH:10]=[CH:9][C:5]([CH:6]=[N:7][OH:8])=[CH:4][C:3]=1[CH3:11].C1C(=O)N(Cl)C(=O)C1.[Cl:20][C:21]1[CH:26]=[C:25]([C:27]([C:29]([F:32])([F:31])[F:30])=[CH2:28])[CH:24]=[C:23]([Cl:33])[CH:22]=1.CCN(CC)CC. The catalyst is CN(C=O)C.O. The product is [Br:1][C:2]1[CH:10]=[CH:9][C:5]([C:6]2[CH2:28][C:27]([C:25]3[CH:24]=[C:23]([Cl:33])[CH:22]=[C:21]([Cl:20])[CH:26]=3)([C:29]([F:30])([F:32])[F:31])[O:8][N:7]=2)=[CH:4][C:3]=1[CH3:11]. The yield is 0.820. (4) The yield is 0.800. The reactants are [NH2:1][C:2]1[S:10][C:5]2[CH2:6][O:7][CH2:8][CH2:9][C:4]=2[C:3]=1[C:11]#[N:12].[C:13]([N:21]=[C:22]=[O:23])(=[O:20])[C:14]1[CH:19]=[CH:18][CH:17]=[CH:16][CH:15]=1. The product is [C:11]([C:3]1[C:4]2[CH2:9][CH2:8][O:7][CH2:6][C:5]=2[S:10][C:2]=1[NH:1][C:22]([NH:21][C:13](=[O:20])[C:14]1[CH:15]=[CH:16][CH:17]=[CH:18][CH:19]=1)=[O:23])#[N:12]. The catalyst is O1CCOCC1. (5) The reactants are [C:1]([N:5]1[C:9](=[O:10])[C:8]([NH:11][CH2:12][CH2:13][CH2:14][O:15][C:16]2[CH:17]=[C:18]([CH2:22][C:23]([O:25]C)=[O:24])[CH:19]=[CH:20][CH:21]=2)=[C:7]([C:27]2[CH:32]=[CH:31][CH:30]=[CH:29][CH:28]=2)[S:6]1(=[O:34])=[O:33])([CH3:4])([CH3:3])[CH3:2].[Li+].[I-].CCOC(C)=O. The catalyst is N1C=CC=CC=1. The product is [C:1]([N:5]1[C:9](=[O:10])[C:8]([NH:11][CH2:12][CH2:13][CH2:14][O:15][C:16]2[CH:17]=[C:18]([CH2:22][C:23]([OH:25])=[O:24])[CH:19]=[CH:20][CH:21]=2)=[C:7]([C:27]2[CH:32]=[CH:31][CH:30]=[CH:29][CH:28]=2)[S:6]1(=[O:33])=[O:34])([CH3:4])([CH3:2])[CH3:3]. The yield is 0.390. (6) The reactants are CC(OC(/N=N/C(OC(C)C)=O)=O)C.[OH:15][C:16]1[CH:21]=[CH:20][C:19]([C:22]2[N:27]=[CH:26][C:25]([NH:28][C:29]([C:31]3[CH:32]=[C:33]([C:39]4[CH:44]=[CH:43][CH:42]=[C:41]([O:45][CH3:46])[CH:40]=4)[C:34]([O:37][CH3:38])=[CH:35][CH:36]=3)=[O:30])=[CH:24][CH:23]=2)=[CH:18][CH:17]=1.[CH3:47][N:48]1[CH2:53][CH2:52][CH:51](O)[CH2:50][CH2:49]1.C1(P(C2C=CC=CC=2)C2C=CC=CC=2)C=CC=CC=1. The catalyst is C1COCC1. The product is [CH3:46][O:45][C:41]1[CH:40]=[C:39]([C:33]2[C:34]([O:37][CH3:38])=[CH:35][CH:36]=[C:31]([C:29]([NH:28][C:25]3[CH:26]=[N:27][C:22]([C:19]4[CH:20]=[CH:21][C:16]([O:15][CH:51]5[CH2:52][CH2:53][N:48]([CH3:47])[CH2:49][CH2:50]5)=[CH:17][CH:18]=4)=[CH:23][CH:24]=3)=[O:30])[CH:32]=2)[CH:44]=[CH:43][CH:42]=1. The yield is 0.670.